This data is from Full USPTO retrosynthesis dataset with 1.9M reactions from patents (1976-2016). The task is: Predict the reactants needed to synthesize the given product. (1) Given the product [CH2:1]([O:3][C:4]([C:6]1[N:7]([C:26]2[CH:31]=[CH:30][C:29]([O:32][CH:33]3[CH2:37][CH2:36][CH2:35][CH2:34]3)=[CH:28][CH:27]=2)[C:8]2[C:13]([C:14]=1[NH:45][C:43](=[O:44])[CH2:42][CH2:41][CH2:40][N:39]([CH3:46])[CH3:38])=[CH:12][C:11]([C:16]1[CH:21]=[CH:20][C:19]([C:22]([F:25])([F:24])[F:23])=[CH:18][N:17]=1)=[CH:10][CH:9]=2)=[O:5])[CH3:2], predict the reactants needed to synthesize it. The reactants are: [CH2:1]([O:3][C:4]([C:6]1[N:7]([C:26]2[CH:31]=[CH:30][C:29]([O:32][CH:33]3[CH2:37][CH2:36][CH2:35][CH2:34]3)=[CH:28][CH:27]=2)[C:8]2[C:13]([C:14]=1I)=[CH:12][C:11]([C:16]1[CH:21]=[CH:20][C:19]([C:22]([F:25])([F:24])[F:23])=[CH:18][N:17]=1)=[CH:10][CH:9]=2)=[O:5])[CH3:2].[CH3:38][N:39]([CH3:46])[CH2:40][CH2:41][CH2:42][C:43]([NH2:45])=[O:44]. (2) Given the product [NH2:1][C:2]1[CH:7]=[CH:6][C:5]([S:8]([N:11]([CH2:12][CH2:13][O:14][CH2:15][CH2:16][OH:17])[CH3:20])(=[O:10])=[O:9])=[CH:4][CH:3]=1, predict the reactants needed to synthesize it. The reactants are: [NH2:1][C:2]1[CH:7]=[CH:6][C:5]([S:8]([NH:11][CH2:12][CH2:13][O:14][CH2:15][CH2:16][OH:17])(=[O:10])=[O:9])=[CH:4][CH:3]=1.[H-].[Na+].[CH3:20]I.[Na+].[Cl-]. (3) Given the product [OH:32][CH2:2][C:3]1[CH:7]=[CH:6][S:5][C:4]=1[C:8]1[C:12]2[CH:13]=[C:14]([N:17]3[C:22](=[O:23])[CH:21]=[C:20]([C:24]([F:27])([F:26])[F:25])[N:19]([CH3:28])[C:18]3=[O:29])[CH:15]=[CH:16][C:11]=2[S:10][N:9]=1, predict the reactants needed to synthesize it. The reactants are: Br[CH2:2][C:3]1[CH:7]=[CH:6][S:5][C:4]=1[C:8]1[C:12]2[CH:13]=[C:14]([N:17]3[C:22](=[O:23])[CH:21]=[C:20]([C:24]([F:27])([F:26])[F:25])[N:19]([CH3:28])[C:18]3=[O:29])[CH:15]=[CH:16][C:11]=2[S:10][N:9]=1.CS(C)=[O:32].N([O-])=O.[Na+].Cl. (4) Given the product [C:36]([O:40][C:41](=[O:53])[NH:42][C:43]([C:46]1[CH:51]=[CH:50][CH:49]=[C:48]([NH:52][C:9](=[O:11])[CH2:8][C:5]2[CH:6]=[CH:7][C:2]([Br:1])=[CH:3][C:4]=2[F:12])[CH:47]=1)([CH3:45])[CH3:44])([CH3:37])([CH3:38])[CH3:39], predict the reactants needed to synthesize it. The reactants are: [Br:1][C:2]1[CH:7]=[CH:6][C:5]([CH2:8][C:9]([OH:11])=O)=[C:4]([F:12])[CH:3]=1.O.OC1C2N=NNC=2C=CC=1.Cl.CN(C)CCCN=C=NCC.[C:36]([O:40][C:41](=[O:53])[NH:42][C:43]([C:46]1[CH:51]=[CH:50][CH:49]=[C:48]([NH2:52])[CH:47]=1)([CH3:45])[CH3:44])([CH3:39])([CH3:38])[CH3:37]. (5) The reactants are: Cl[C:2]1[N:3]=[C:4]([N:22]2[CH2:27][CH2:26][O:25][CH2:24][CH2:23]2)[C:5]2[O:10][C:9]([CH2:11][N:12]3[CH2:17][CH2:16][N:15]([S:18]([CH3:21])(=[O:20])=[O:19])[CH2:14][CH2:13]3)=[CH:8][C:6]=2[N:7]=1.CC1(C)C(C)(C)OB([C:36]2[CH:44]=[CH:43][CH:42]=[C:41]3[C:37]=2[CH:38]=[N:39][NH:40]3)O1.C(=O)([O-])[O-].[Na+].[Na+]. Given the product [NH:40]1[C:41]2[C:37](=[C:36]([C:2]3[N:3]=[C:4]([N:22]4[CH2:27][CH2:26][O:25][CH2:24][CH2:23]4)[C:5]4[O:10][C:9]([CH2:11][N:12]5[CH2:17][CH2:16][N:15]([S:18]([CH3:21])(=[O:20])=[O:19])[CH2:14][CH2:13]5)=[CH:8][C:6]=4[N:7]=3)[CH:44]=[CH:43][CH:42]=2)[CH:38]=[N:39]1, predict the reactants needed to synthesize it. (6) The reactants are: [C:1]([NH:5][S:6]([C:9]1[CH:14]=[CH:13][CH:12]=[C:11]([C:15]2[N:23]3[C:18]([CH:19]=[N:20][C:21](S(C)=O)=[N:22]3)=[CH:17][CH:16]=2)[CH:10]=1)(=[O:8])=[O:7])([CH3:4])([CH3:3])[CH3:2].[CH3:27][N:28]1[C:32]2[CH:33]=[C:34]([NH2:37])[CH:35]=[CH:36][C:31]=2[N:30]=[CH:29]1. Given the product [C:1]([NH:5][S:6]([C:9]1[CH:14]=[CH:13][CH:12]=[C:11]([C:15]2[N:23]3[C:18]([CH:19]=[N:20][C:21]([NH:37][C:34]4[CH:35]=[CH:36][C:31]5[N:30]=[CH:29][N:28]([CH3:27])[C:32]=5[CH:33]=4)=[N:22]3)=[CH:17][CH:16]=2)[CH:10]=1)(=[O:8])=[O:7])([CH3:4])([CH3:3])[CH3:2], predict the reactants needed to synthesize it. (7) Given the product [C:1]([C:5]1[CH:9]=[C:8]([NH:10][C:11]([NH:13][C:14]2[CH:19]=[CH:18][CH:17]=[C:16]([Cl:20])[C:15]=2[Cl:21])=[O:12])[N:7]([C:22]2[CH:31]=[C:30]3[C:25]([CH2:26][C@@H:27]([C:39](=[O:41])[NH2:58])[N:28]([C:32]([O:34][C:35]([CH3:36])([CH3:38])[CH3:37])=[O:33])[CH2:29]3)=[CH:24][CH:23]=2)[N:6]=1)([CH3:3])([CH3:4])[CH3:2], predict the reactants needed to synthesize it. The reactants are: [C:1]([C:5]1[CH:9]=[C:8]([NH:10][C:11]([NH:13][C:14]2[CH:19]=[CH:18][CH:17]=[C:16]([Cl:20])[C:15]=2[Cl:21])=[O:12])[N:7]([C:22]2[CH:31]=[C:30]3[C:25]([CH2:26][C@@H:27]([C:39]([O:41]C)=O)[N:28]([C:32]([O:34][C:35]([CH3:38])([CH3:37])[CH3:36])=[O:33])[CH2:29]3)=[CH:24][CH:23]=2)[N:6]=1)([CH3:4])([CH3:3])[CH3:2].CC(OC(OC(OC(C)(C)C)=O)=O)(C)C.[NH3:58].CO.